From a dataset of Catalyst prediction with 721,799 reactions and 888 catalyst types from USPTO. Predict which catalyst facilitates the given reaction. (1) Reactant: Br[C:2]1[CH:3]=[CH:4][C:5]2[C:6]3[S:15][C:14]([CH2:16][CH2:17][CH3:18])=[N:13][C:7]=3[C:8]([NH2:12])=[N:9][C:10]=2[CH:11]=1.[C:19]([NH:22][C:23]1[CH:24]=[C:25](B(O)O)[CH:26]=[CH:27][CH:28]=1)(=[O:21])[CH3:20]. Product: [NH2:12][C:8]1[C:7]2[N:13]=[C:14]([CH2:16][CH2:17][CH3:18])[S:15][C:6]=2[C:5]2[CH:4]=[CH:3][C:2]([C:27]3[CH:28]=[C:23]([NH:22][C:19](=[O:21])[CH3:20])[CH:24]=[CH:25][CH:26]=3)=[CH:11][C:10]=2[N:9]=1. The catalyst class is: 27. (2) Reactant: [Br:1][C:2]1[CH:3]=[CH:4][CH2:5][CH:6]2[C:11]=1[N:10]1[CH2:12][CH2:13][CH2:14][CH:9]1[C:8](=O)[NH:7]2.CSC. Product: [Br:1][C:2]1[CH:3]=[CH:4][CH2:5][CH:6]2[C:11]=1[N:10]1[CH2:12][CH2:13][CH2:14][CH:9]1[CH2:8][NH:7]2. The catalyst class is: 1. (3) Reactant: [Cl:1][C:2]1[CH:3]=[CH:4][C:5]([O:24][CH3:25])=[C:6]([CH:8]2[CH2:13][CH2:12][N:11](C(OCC3C=CC=CC=3)=O)[CH2:10][CH2:9]2)[CH:7]=1. Product: [Cl:1][C:2]1[CH:3]=[CH:4][C:5]([O:24][CH3:25])=[C:6]([CH:8]2[CH2:13][CH2:12][NH:11][CH2:10][CH2:9]2)[CH:7]=1. The catalyst class is: 33. (4) Reactant: [Cl:1][C:2]1[CH:3]=[C:4]2[NH:22][C:21]([O:23][C@@H:24]3[CH2:28][O:27][C@@H:26]4[C@:29]([CH2:33][CH:34]=[O:35])([OH:32])[CH2:30][O:31][C@H:25]34)=[N:20][C:5]2=[N:6][C:7]=1[C:8]1[CH:13]=[CH:12][C:11]([C:14]2[CH:19]=[CH:18][CH:17]=[CH:16][CH:15]=2)=[CH:10][CH:9]=1.[BH4-].[Na+]. Product: [Cl:1][C:2]1[CH:3]=[C:4]2[NH:22][C:21]([O:23][C@@H:24]3[CH2:28][O:27][C@@H:26]4[C@:29]([CH2:33][CH2:34][OH:35])([OH:32])[CH2:30][O:31][C@H:25]34)=[N:20][C:5]2=[N:6][C:7]=1[C:8]1[CH:13]=[CH:12][C:11]([C:14]2[CH:15]=[CH:16][CH:17]=[CH:18][CH:19]=2)=[CH:10][CH:9]=1. The catalyst class is: 5. (5) Reactant: CN(C(ON1N=NC2C=CC=CC1=2)=[N+](C)C)C.F[P-](F)(F)(F)(F)F.[C:25]([O:29][C:30]([NH:32][C@@H:33]([CH2:37][CH2:38][S:39][CH3:40])[C:34]([OH:36])=O)=[O:31])([CH3:28])([CH3:27])[CH3:26].CCN(C(C)C)C(C)C.[NH2:50][CH:51]1[CH2:56][CH2:55][N:54]([C:57]([O:59][CH2:60][C:61]2[CH:66]=[CH:65][CH:64]=[CH:63][CH:62]=2)=[O:58])[CH2:53][CH2:52]1.[OH-].[Na+]. Product: [C:25]([O:29][C:30]([NH:32][C@@H:33]([CH2:37][CH2:38][S:39][CH3:40])[C:34]([NH:50][CH:51]1[CH2:52][CH2:53][N:54]([C:57]([O:59][CH2:60][C:61]2[CH:66]=[CH:65][CH:64]=[CH:63][CH:62]=2)=[O:58])[CH2:55][CH2:56]1)=[O:36])=[O:31])([CH3:26])([CH3:27])[CH3:28]. The catalyst class is: 3.